Dataset: Catalyst prediction with 721,799 reactions and 888 catalyst types from USPTO. Task: Predict which catalyst facilitates the given reaction. (1) Reactant: C(OC([N:8]1[CH2:17][CH2:16][C:15]2[C:11](=[C:12]([C:24]3[S:25][CH:26]=[CH:27][CH:28]=3)[N:13]([C:18]3[CH:23]=[CH:22][CH:21]=[CH:20][CH:19]=3)[N:14]=2)[CH2:10][CH2:9]1)=O)(C)(C)C.C(OC(N1CCC2C(=C(OS(C(F)(F)F)(=O)=O)N(C3C=CC=CC=3)N=2)CC1)=O)(C)(C)C.C([O-])([O-])=O.[Na+].[Na+].S1C=CC=C1B(O)O. Product: [C:18]1([N:13]2[C:12]([C:24]3[S:25][CH:26]=[CH:27][CH:28]=3)=[C:11]3[C:15]([CH2:16][CH2:17][NH:8][CH2:9][CH2:10]3)=[N:14]2)[CH:19]=[CH:20][CH:21]=[CH:22][CH:23]=1. The catalyst class is: 18. (2) Reactant: [NH2:1][C:2]1[N:7]=[C:6]([CH3:8])[C:5]([CH2:9][C:10]2[CH:15]=[CH:14][C:13]([CH2:16][C:17]([O:19][CH2:20][CH:21]3[CH2:26][CH2:25][N:24](C(OC(C)(C)C)=O)[CH2:23][CH2:22]3)=[O:18])=[CH:12][CH:11]=2)=[C:4]([NH:34][CH2:35][CH2:36][CH2:37][CH2:38][CH3:39])[N:3]=1. Product: [NH2:1][C:2]1[N:7]=[C:6]([CH3:8])[C:5]([CH2:9][C:10]2[CH:11]=[CH:12][C:13]([CH2:16][C:17]([O:19][CH2:20][CH:21]3[CH2:22][CH2:23][NH:24][CH2:25][CH2:26]3)=[O:18])=[CH:14][CH:15]=2)=[C:4]([NH:34][CH2:35][CH2:36][CH2:37][CH2:38][CH3:39])[N:3]=1. The catalyst class is: 157. (3) Reactant: F[C:2]1[CH:3]=[C:4]([CH:7]=[CH:8][CH:9]=1)[C:5]#[N:6].[OH:10][C:11]1[CH:20]=[CH:19][C:18]2[CH2:17][CH2:16][CH2:15][CH2:14][C:13]=2[CH:12]=1.C(=O)([O-])[O-].[Cs+].[Cs+].Cl. Product: [CH:12]1[C:13]2[CH2:14][CH2:15][CH2:16][CH2:17][C:18]=2[CH:19]=[CH:20][C:11]=1[O:10][C:2]1[CH:3]=[C:4]([CH:7]=[CH:8][CH:9]=1)[C:5]#[N:6]. The catalyst class is: 3. (4) The catalyst class is: 21. Reactant: [C:1]([C:3]1[CH:4]=[C:5]([CH:28]=[CH:29][CH:30]=1)[C:6]([NH:8][C:9]1[C:10]([NH:16][C:17](=[O:27])[C:18]2[CH:23]=[CH:22][C:21]([CH:24]([CH3:26])[CH3:25])=[CH:20][CH:19]=2)=[CH:11][C:12]([OH:15])=[CH:13][CH:14]=1)=[O:7])#[N:2].C(=O)([O-])[O-].[K+].[K+].Br[CH2:38][C:39]([O:41][CH2:42][C:43]1[CH:48]=[CH:47][CH:46]=[CH:45][CH:44]=1)=[O:40]. Product: [C:1]([C:3]1[CH:4]=[C:5]([CH:28]=[CH:29][CH:30]=1)[C:6]([NH:8][C:9]1[C:10]([NH:16][C:17](=[O:27])[C:18]2[CH:23]=[CH:22][C:21]([CH:24]([CH3:26])[CH3:25])=[CH:20][CH:19]=2)=[CH:11][C:12]([O:15][CH2:38][C:39]([O:41][CH2:42][C:43]2[CH:48]=[CH:47][CH:46]=[CH:45][CH:44]=2)=[O:40])=[CH:13][CH:14]=1)=[O:7])#[N:2]. (5) Reactant: [N+:1]([C:4]1[CH:5]=[CH:6][C:7]([CH3:23])=[C:8]([C:10]2[CH2:11][CH2:12][N:13]([C:16]([O:18][C:19]([CH3:22])([CH3:21])[CH3:20])=[O:17])[CH2:14][CH:15]=2)[CH:9]=1)([O-])=O. Product: [NH2:1][C:4]1[CH:5]=[CH:6][C:7]([CH3:23])=[C:8]([CH:10]2[CH2:11][CH2:12][N:13]([C:16]([O:18][C:19]([CH3:21])([CH3:20])[CH3:22])=[O:17])[CH2:14][CH2:15]2)[CH:9]=1. The catalyst class is: 63. (6) Reactant: [F:1][C:2]1[CH:7]=[CH:6][CH:5]=[C:4]([F:8])[C:3]=1[N:9]1[C:14]2[N:15]=[C:16](S(C)=O)[N:17]=[C:18]([C:19]3[CH:20]=[C:21]([CH:32]=[CH:33][C:34]=3[CH3:35])[C:22]([NH:24][C:25]3[CH:30]=[CH:29][C:28]([F:31])=[CH:27][CH:26]=3)=[O:23])[C:13]=2[CH2:12][NH:11][C:10]1=[O:39].C(N(C(C)C)CC)(C)C.[CH3:49][N:50]([CH3:54])[CH2:51][CH2:52][NH2:53]. Product: [F:1][C:2]1[CH:7]=[CH:6][CH:5]=[C:4]([F:8])[C:3]=1[N:9]1[C:14]2[N:15]=[C:16]([NH:53][CH2:52][CH2:51][N:50]([CH3:54])[CH3:49])[N:17]=[C:18]([C:19]3[CH:20]=[C:21]([CH:32]=[CH:33][C:34]=3[CH3:35])[C:22]([NH:24][C:25]3[CH:30]=[CH:29][C:28]([F:31])=[CH:27][CH:26]=3)=[O:23])[C:13]=2[CH2:12][NH:11][C:10]1=[O:39]. The catalyst class is: 2.